From a dataset of Forward reaction prediction with 1.9M reactions from USPTO patents (1976-2016). Predict the product of the given reaction. (1) Given the reactants [NH:1](C(OCC1C2C(=CC=CC=2)C2C1=CC=CC=2)=O)[C@H:2]([C:15]([OH:17])=O)[CH2:3][CH2:4][CH2:5][NH:6][C:7](=[NH:14])[NH:8]OC(C)(C)C.C1(C)C=C(C)C=C(C)C=1S([N:46]1C=NC([N+]([O-])=O)=N1)(=O)=O.CN1C=CN=C1, predict the reaction product. The product is: [NH2:1][C@H:2]([C:15]([NH2:46])=[O:17])[CH2:3][CH2:4][CH2:5][NH:6][C:7](=[NH:14])[NH2:8]. (2) Given the reactants C([O:8][C:9]1[CH:14]=[CH:13][C:12]([O:15][CH3:16])=[CH:11][C:10]=1[CH:17]([C:19]1[CH:24]=[CH:23][C:22]([O:25][CH3:26])=[CH:21][CH:20]=1)O)C1C=CC=CC=1.Cl, predict the reaction product. The product is: [CH3:26][O:25][C:22]1[CH:21]=[CH:20][C:19]([CH2:17][C:10]2[CH:11]=[C:12]([O:15][CH3:16])[CH:13]=[CH:14][C:9]=2[OH:8])=[CH:24][CH:23]=1.